This data is from Full USPTO retrosynthesis dataset with 1.9M reactions from patents (1976-2016). The task is: Predict the reactants needed to synthesize the given product. (1) Given the product [CH2:1]([N:8]1[CH2:9][CH:10]2[N:16]([CH2:17][C:18]3[CH:23]=[CH:22][CH:21]=[CH:20][CH:19]=3)[CH:14]([CH2:13][N:12]([CH3:24])[CH2:11]2)[CH2:15]1)[C:2]1[CH:3]=[CH:4][CH:5]=[CH:6][CH:7]=1, predict the reactants needed to synthesize it. The reactants are: [CH2:1]([N:8]1[CH2:15][CH:14]2[N:16]([CH2:17][C:18]3[CH:23]=[CH:22][CH:21]=[CH:20][CH:19]=3)[CH:10]([CH2:11][NH:12][CH2:13]2)[CH2:9]1)[C:2]1[CH:7]=[CH:6][CH:5]=[CH:4][CH:3]=1.[CH2:24]=O.[BH4-].[Na+]. (2) Given the product [CH3:1][N:2]1[CH:6]=[C:5]([C:7]2[CH:8]=[N:9][C:10]3[C:15]([CH:16]=2)=[CH:14][C:13]([S:86][C:83]2[N:81]4[N:82]=[C:77]([CH3:76])[CH:78]=[CH:79][C:80]4=[N:85][N:84]=2)=[CH:12][CH:11]=3)[CH:4]=[N:3]1, predict the reactants needed to synthesize it. The reactants are: [CH3:1][N:2]1[CH:6]=[C:5]([C:7]2[CH:8]=[N:9][C:10]3[C:15]([CH:16]=2)=[CH:14][C:13](OS(C(F)(F)F)(=O)=O)=[CH:12][CH:11]=3)[CH:4]=[N:3]1.C(N(C(C)C)CC)(C)C.CC1(C)C2C(=C(P(C3C=CC=CC=3)C3C=CC=CC=3)C=CC=2)OC2C(P(C3C=CC=CC=3)C3C=CC=CC=3)=CC=CC1=2.[CH3:76][C:77]1[CH:78]=[CH:79][C:80]2[N:81]([C:83]([SH:86])=[N:84][N:85]=2)[N:82]=1. (3) Given the product [Cl:1][C:2]1[CH:3]=[N:4][C:5]([N:11]2[CH2:12][CH:13]([NH:15][C:16]3[CH:21]=[CH:20][C:19]([C:22]([F:25])([F:23])[F:24])=[CH:18][C:17]=3[CH3:26])[CH2:14]2)=[C:6]([CH:10]=1)[C:7]([NH:28][C:29]1([C:32]2[CH:41]=[CH:40][C:35]([C:36]([O:38][CH3:39])=[O:37])=[CH:34][CH:33]=2)[CH2:31][CH2:30]1)=[O:8], predict the reactants needed to synthesize it. The reactants are: [Cl:1][C:2]1[CH:3]=[N:4][C:5]([N:11]2[CH2:14][CH:13]([NH:15][C:16]3[CH:21]=[CH:20][C:19]([C:22]([F:25])([F:24])[F:23])=[CH:18][C:17]=3[CH3:26])[CH2:12]2)=[C:6]([CH:10]=1)[C:7](O)=[O:8].Cl.[NH2:28][C:29]1([C:32]2[CH:41]=[CH:40][C:35]([C:36]([O:38][CH3:39])=[O:37])=[CH:34][CH:33]=2)[CH2:31][CH2:30]1.